From a dataset of NCI-60 drug combinations with 297,098 pairs across 59 cell lines. Regression. Given two drug SMILES strings and cell line genomic features, predict the synergy score measuring deviation from expected non-interaction effect. (1) Drug 1: CC1=C(C=C(C=C1)C(=O)NC2=CC(=CC(=C2)C(F)(F)F)N3C=C(N=C3)C)NC4=NC=CC(=N4)C5=CN=CC=C5. Drug 2: C1CN(CCN1C(=O)CCBr)C(=O)CCBr. Cell line: UACC62. Synergy scores: CSS=26.8, Synergy_ZIP=-8.82, Synergy_Bliss=0.766, Synergy_Loewe=3.29, Synergy_HSA=3.13. (2) Drug 1: C1=CC(=CC=C1CCC2=CNC3=C2C(=O)NC(=N3)N)C(=O)NC(CCC(=O)O)C(=O)O. Drug 2: CCCCC(=O)OCC(=O)C1(CC(C2=C(C1)C(=C3C(=C2O)C(=O)C4=C(C3=O)C=CC=C4OC)O)OC5CC(C(C(O5)C)O)NC(=O)C(F)(F)F)O. Cell line: NCI/ADR-RES. Synergy scores: CSS=11.0, Synergy_ZIP=-7.15, Synergy_Bliss=-2.42, Synergy_Loewe=-2.82, Synergy_HSA=-0.959. (3) Drug 1: CC1OCC2C(O1)C(C(C(O2)OC3C4COC(=O)C4C(C5=CC6=C(C=C35)OCO6)C7=CC(=C(C(=C7)OC)O)OC)O)O. Drug 2: CC1C(C(CC(O1)OC2CC(CC3=C2C(=C4C(=C3O)C(=O)C5=C(C4=O)C(=CC=C5)OC)O)(C(=O)CO)O)N)O.Cl. Cell line: BT-549. Synergy scores: CSS=58.5, Synergy_ZIP=-6.30, Synergy_Bliss=-2.87, Synergy_Loewe=0.504, Synergy_HSA=2.09. (4) Drug 1: C1=CC(=CC=C1CC(C(=O)O)N)N(CCCl)CCCl.Cl. Drug 2: CC1=C(C(=O)C2=C(C1=O)N3CC4C(C3(C2COC(=O)N)OC)N4)N. Cell line: BT-549. Synergy scores: CSS=28.4, Synergy_ZIP=5.35, Synergy_Bliss=6.45, Synergy_Loewe=5.61, Synergy_HSA=8.21. (5) Drug 1: C1CCC(CC1)NC(=O)N(CCCl)N=O. Drug 2: CN1C2=C(C=C(C=C2)N(CCCl)CCCl)N=C1CCCC(=O)O.Cl. Cell line: HT29. Synergy scores: CSS=-1.66, Synergy_ZIP=-3.96, Synergy_Bliss=-1.47, Synergy_Loewe=-7.50, Synergy_HSA=-3.64. (6) Drug 1: C1CC(C1)(C(=O)O)C(=O)O.[NH2-].[NH2-].[Pt+2]. Drug 2: CN(CCCl)CCCl.Cl. Cell line: HCT116. Synergy scores: CSS=37.6, Synergy_ZIP=2.77, Synergy_Bliss=3.73, Synergy_Loewe=-12.6, Synergy_HSA=2.34. (7) Drug 1: C1CCN(CC1)CCOC2=CC=C(C=C2)C(=O)C3=C(SC4=C3C=CC(=C4)O)C5=CC=C(C=C5)O. Drug 2: CS(=O)(=O)CCNCC1=CC=C(O1)C2=CC3=C(C=C2)N=CN=C3NC4=CC(=C(C=C4)OCC5=CC(=CC=C5)F)Cl. Cell line: OVCAR-5. Synergy scores: CSS=5.75, Synergy_ZIP=0.851, Synergy_Bliss=5.29, Synergy_Loewe=1.97, Synergy_HSA=2.34. (8) Cell line: ACHN. Synergy scores: CSS=5.21, Synergy_ZIP=2.15, Synergy_Bliss=4.81, Synergy_Loewe=5.12, Synergy_HSA=3.62. Drug 1: CCCCCOC(=O)NC1=NC(=O)N(C=C1F)C2C(C(C(O2)C)O)O. Drug 2: CC12CCC3C(C1CCC2OP(=O)(O)O)CCC4=C3C=CC(=C4)OC(=O)N(CCCl)CCCl.[Na+]. (9) Drug 1: C1CN1P(=S)(N2CC2)N3CC3. Drug 2: CCC1(CC2CC(C3=C(CCN(C2)C1)C4=CC=CC=C4N3)(C5=C(C=C6C(=C5)C78CCN9C7C(C=CC9)(C(C(C8N6C)(C(=O)OC)O)OC(=O)C)CC)OC)C(=O)OC)O.OS(=O)(=O)O. Cell line: MOLT-4. Synergy scores: CSS=48.2, Synergy_ZIP=2.01, Synergy_Bliss=1.90, Synergy_Loewe=-1.71, Synergy_HSA=-1.37.